Dataset: Blood-brain barrier permeability classification from the B3DB database. Task: Regression/Classification. Given a drug SMILES string, predict its absorption, distribution, metabolism, or excretion properties. Task type varies by dataset: regression for continuous measurements (e.g., permeability, clearance, half-life) or binary classification for categorical outcomes (e.g., BBB penetration, CYP inhibition). Dataset: b3db_classification. (1) The molecule is COc1cc2c3c(c1O)C1(C=CC(=O)C=C1)CC3N(C)CC2. The result is 1 (penetrates BBB). (2) The compound is CCn1c(C)nc(N2CCc3ccccc3CC2)c([N+](=O)[O-])c1=O. The result is 1 (penetrates BBB). (3) The drug is OCCOCCN1CCN([C@@H](c2ccccc2)c2ccc(Cl)cc2)CC1. The result is 1 (penetrates BBB). (4) The drug is CCCC(=O)OC1(C(=O)CO)CCC2C3CCC4=CC(=O)CCC4(C)C3C(O)CC21C. The result is 1 (penetrates BBB). (5) The compound is N[C@H]1CCC[C@@H]1c1ccccc1. The result is 1 (penetrates BBB). (6) The molecule is C1=C(CC2=NCCN2)CCc2ccccc21. The result is 1 (penetrates BBB). (7) The compound is CS(=O)(=O)NC1CCC(CCN2CCN(c3cccc(Cl)c3Cl)CC2)CC1. The result is 1 (penetrates BBB). (8) The compound is CCC1(c2ccccc2)OCC(C2CCCCN2)O1. The result is 1 (penetrates BBB). (9) The drug is CCC(NC(=O)c1c(OCCNC(=O)Cc2ccccc2C(=O)O)c(-c2ccccc2)nc2ccccc12)c1ccccc1. The result is 0 (does not penetrate BBB). (10) The drug is C[C@@H]1C[C@H]2[C@@H]3C[C@H](F)C4=CC(=O)C=C[C@]4(C)[C@@]3(F)[C@@H](O)C[C@]2(C)[C@@]1(O)C(=O)SCCl. The result is 1 (penetrates BBB).